Task: Predict which catalyst facilitates the given reaction.. Dataset: Catalyst prediction with 721,799 reactions and 888 catalyst types from USPTO (1) Reactant: [CH3:1][C:2]([O:9][C:10]1[CH:15]=[CH:14][C:13]([C:16]([F:19])([F:18])[F:17])=[CH:12][N:11]=1)([CH3:8])[C:3]([O:5]CC)=[O:4].[OH-].[Na+]. Product: [CH3:8][C:2]([O:9][C:10]1[CH:15]=[CH:14][C:13]([C:16]([F:18])([F:19])[F:17])=[CH:12][N:11]=1)([CH3:1])[C:3]([OH:5])=[O:4]. The catalyst class is: 47. (2) Reactant: C([O:8][C:9]1[CH:22]=[CH:21][C:12]([O:13][Si:14]([C:17]([CH3:20])([CH3:19])[CH3:18])([CH3:16])[CH3:15])=[CH:11][CH:10]=1)C1C=CC=CC=1. Product: [C:17]([Si:14]([CH3:16])([CH3:15])[O:13][C:12]1[CH:11]=[CH:10][C:9]([OH:8])=[CH:22][CH:21]=1)([CH3:20])([CH3:19])[CH3:18]. The catalyst class is: 381. (3) Reactant: Br[C:2]1[CH:7]=[CH:6][CH:5]=[C:4]([CH3:8])[N:3]=1.[NH2:9][C@H:10]1[C:19]2[C:14](=[CH:15][CH:16]=[C:17]([O:20][CH:21]3[CH2:26][CH2:25][O:24][CH2:23][CH2:22]3)[CH:18]=2)[N:13]([C:27](=[O:29])[CH3:28])[C@@H:12]([CH:30]2[CH2:32][CH2:31]2)[C@@H:11]1[CH3:33].CN(C1C(C2C(P(C3CCCCC3)C3CCCCC3)=CC=CC=2)=CC=CC=1)C.CC(C)([O-])C.[Na+]. Product: [CH:30]1([C@H:12]2[C@H:11]([CH3:33])[C@@H:10]([NH:9][C:2]3[CH:7]=[CH:6][CH:5]=[C:4]([CH3:8])[N:3]=3)[C:19]3[C:14](=[CH:15][CH:16]=[C:17]([O:20][CH:21]4[CH2:22][CH2:23][O:24][CH2:25][CH2:26]4)[CH:18]=3)[N:13]2[C:27](=[O:29])[CH3:28])[CH2:31][CH2:32]1. The catalyst class is: 102. (4) Reactant: Br[C:2]1[CH:3]=[C:4]2[C:9](=[CH:10][CH:11]=1)[CH:8]=[N:7][CH:6]=[CH:5]2.[C:12]([Cu])#[N:13]. Product: [CH:8]1[C:9]2[C:4](=[CH:3][C:2]([C:12]#[N:13])=[CH:11][CH:10]=2)[CH:5]=[CH:6][N:7]=1. The catalyst class is: 37. (5) Reactant: [OH:1][C:2]1[CH:3]=[C:4]2[C:9](=[CH:10][CH:11]=1)[C:8]([CH3:16])([C:12]([F:15])([F:14])[F:13])[O:7][CH2:6][CH2:5]2.C(N(CC)CC)C.[C:24](Cl)(=[O:26])[CH3:25]. Product: [C:24]([O:1][C:2]1[CH:3]=[C:4]2[C:9](=[CH:10][CH:11]=1)[C:8]([CH3:16])([C:12]([F:15])([F:13])[F:14])[O:7][CH2:6][CH2:5]2)(=[O:26])[CH3:25]. The catalyst class is: 1. (6) Reactant: [F:1][C:2]1[CH:7]=[CH:6][C:5](/[CH:8]=[CH:9]/[N+:10]([O-:12])=[O:11])=[CH:4][CH:3]=1.[Cl:13][C:14]1[CH:15]=[C:16]([CH2:20][CH2:21][CH:22]=[O:23])[CH:17]=[CH:18][CH:19]=1.C(N(CC)CC)C.N1CCC[C@H]1C(O)=O. Product: [Cl:13][C:14]1[CH:15]=[C:16]([CH:17]=[CH:18][CH:19]=1)[CH2:20][CH:21]([CH:8]([C:5]1[CH:4]=[CH:3][C:2]([F:1])=[CH:7][CH:6]=1)[CH2:9][N+:10]([O-:12])=[O:11])[CH:22]=[O:23]. The catalyst class is: 4. (7) Reactant: F[C:2]1[CH:7]=[CH:6][C:5]([N+:8]([O-:10])=[O:9])=[CH:4][CH:3]=1.CN1CCCC1=O.[NH2:18][CH2:19][CH2:20][CH2:21][N:22]1[CH2:26][CH2:25][CH2:24][CH2:23]1.C([O-])([O-])=O.[K+].[K+]. Product: [N:22]1([CH2:21][CH2:20][CH2:19][NH:18][C:2]2[CH:7]=[CH:6][C:5]([N+:8]([O-:10])=[O:9])=[CH:4][CH:3]=2)[CH2:26][CH2:25][CH2:24][CH2:23]1. The catalyst class is: 6. (8) Reactant: [F:1][C:2]1[C:7]([OH:8])=[CH:6][CH:5]=[CH:4][C:3]=1[CH2:9][NH:10][C:11]([C:13]1[CH:14]=[C:15]2[C:20](=[CH:21][CH:22]=1)[N:19]=[CH:18][CH:17]=[CH:16]2)=[O:12].Br[CH2:24][CH2:25][CH2:26][CH2:27][CH:28]=[CH2:29].CN(C=O)C.C(=O)([O-])[O-].[Cs+].[Cs+]. Product: [F:1][C:2]1[C:7]([O:8][CH2:29][CH2:28][CH2:27][CH2:26][CH:25]=[CH2:24])=[CH:6][CH:5]=[CH:4][C:3]=1[CH2:9][NH:10][C:11]([C:13]1[CH:14]=[C:15]2[C:20](=[CH:21][CH:22]=1)[N:19]=[CH:18][CH:17]=[CH:16]2)=[O:12]. The catalyst class is: 6. (9) Reactant: [CH:1]([O:3][CH:4]([CH2:23][CH2:24][CH2:25][CH2:26][CH2:27][CH2:28][CH2:29][CH2:30]/[CH:31]=[CH:32]\[CH2:33]/[CH:34]=[CH:35]\[CH2:36][CH2:37][CH2:38][CH2:39][CH3:40])[CH2:5][CH2:6][CH2:7][CH2:8][CH2:9][CH2:10][CH2:11][CH2:12]/[CH:13]=[CH:14]\[CH2:15]/[CH:16]=[CH:17]\[CH2:18][CH2:19][CH2:20][CH2:21][CH3:22])=O.C(O)[CH2:42][CH:43]([OH:48])[CH2:44][CH2:45][CH2:46][OH:47].C1(C)C=CC(S([O-])(=O)=O)=CC=1.[NH+]1C=CC=CC=1. Product: [CH2:5]([C:4]1([CH2:23][CH2:24][CH2:25][CH2:26][CH2:27][CH2:28][CH2:29][CH2:30]/[CH:31]=[CH:32]\[CH2:33]/[CH:34]=[CH:35]\[CH2:36][CH2:37][CH2:38][CH2:39][CH3:40])[O:48][CH:43]([CH2:44][CH2:45][CH2:46][OH:47])[CH2:42][CH2:1][O:3]1)[CH2:6][CH2:7][CH2:8][CH2:9][CH2:10][CH2:11][CH2:12]/[CH:13]=[CH:14]\[CH2:15]/[CH:16]=[CH:17]\[CH2:18][CH2:19][CH2:20][CH2:21][CH3:22]. The catalyst class is: 11.